Dataset: Full USPTO retrosynthesis dataset with 1.9M reactions from patents (1976-2016). Task: Predict the reactants needed to synthesize the given product. (1) Given the product [F:15][C:2]([F:14])([F:1])[O:3][C:4]1[C:5]2[N:10]=[C:11]([NH2:13])[S:12][C:6]=2[CH:7]=[CH:8][CH:9]=1, predict the reactants needed to synthesize it. The reactants are: [F:1][C:2]([F:15])([F:14])[O:3][C:4]1[CH:9]=[CH:8][CH:7]=[CH:6][C:5]=1[NH:10][C:11]([NH2:13])=[S:12].BrBr. (2) Given the product [F:21][C:16]1[CH:15]=[C:14]([CH:19]=[CH:18][C:17]=1[F:20])[CH2:13][N:8]1[CH:7]=[CH:6][C:5]2[C:10](=[N:11][C:2]([C:30]#[C:29][CH2:28][C:22]3[CH:27]=[CH:26][CH:25]=[CH:24][CH:23]=3)=[CH:3][N:4]=2)[C:9]1=[O:12], predict the reactants needed to synthesize it. The reactants are: Br[C:2]1[N:11]=[C:10]2[C:5]([CH:6]=[CH:7][N:8]([CH2:13][C:14]3[CH:19]=[CH:18][C:17]([F:20])=[C:16]([F:21])[CH:15]=3)[C:9]2=[O:12])=[N:4][CH:3]=1.[C:22]1([CH2:28][C:29]#[CH:30])[CH:27]=[CH:26][CH:25]=[CH:24][CH:23]=1.C(N(CC)CC)C. (3) Given the product [Cl:35][C:36]1[CH:41]=[C:40]([Cl:42])[CH:39]=[CH:38][C:37]=1[C:43]1[C:48]([C:49]2[NH:53][CH:52]=[CH:51][N:50]=2)=[CH:47][N:46]=[C:45]([NH:54][CH2:55][CH2:56][NH:57][C:24]2[CH:25]=[CH:26][C:27]([N+:32]([O-:34])=[O:33])=[C:28]([NH:30][CH3:31])[N:29]=2)[N:44]=1, predict the reactants needed to synthesize it. The reactants are: ClC1C=C(Cl)C=CC=1C1C(N2C=CN=C2)=CN=C(CCN)N=1.Cl[C:24]1[N:29]=[C:28]([NH:30][CH3:31])[C:27]([N+:32]([O-:34])=[O:33])=[CH:26][CH:25]=1.[Cl:35][C:36]1[CH:41]=[C:40]([Cl:42])[CH:39]=[CH:38][C:37]=1[C:43]1[C:48]([C:49]2[NH:50][CH:51]=[CH:52][N:53]=2)=[CH:47][N:46]=[C:45]([NH:54][CH2:55][CH2:56][NH:57]C2C=CC([N+]([O-])=O)=C(OC)N=2)[N:44]=1. (4) The reactants are: CC(O[CH2:5][C:6]1[C:11]2=[CH:12][CH:13]=[C:14](C=O)[C:10]2=COC=1)=O.[CH2:17]([NH2:35])[CH2:18][CH2:19][CH2:20][CH2:21][CH2:22][CH2:23][CH2:24][CH2:25][CH2:26][CH2:27][CH2:28][CH2:29][CH2:30][CH2:31][CH2:32][CH2:33][CH3:34].[CH:36](Cl)(Cl)Cl. Given the product [CH2:18]([C:17]1[NH:35][CH:5]=[CH:6][C:11]2[C:10]=1[CH:14]=[CH:13][CH:12]=2)[CH2:19][CH2:20][CH2:21][CH2:22][CH2:23][CH2:24][CH2:25][CH2:26][CH2:27][CH2:28][CH2:29][CH2:30][CH2:31][CH2:32][CH2:33][CH2:34][CH3:36], predict the reactants needed to synthesize it. (5) Given the product [CH3:28][C:2]1([CH3:1])[CH2:3][C:4](=[O:27])[N:5]([CH2:9][CH2:10][C:11]2[CH:12]=[CH:13][C:14]([O:17][C:18]([N:20]3[CH2:25][CH2:24][CH:23]([S:29][C:30]4[NH:31][CH:32]=[CH:33][N:34]=4)[CH2:22][CH2:21]3)=[O:19])=[CH:15][CH:16]=2)[C:6](=[O:8])[CH2:7]1, predict the reactants needed to synthesize it. The reactants are: [CH3:1][C:2]1([CH3:28])[CH2:7][C:6](=[O:8])[N:5]([CH2:9][CH2:10][C:11]2[CH:16]=[CH:15][C:14]([O:17][C:18]([N:20]3[CH2:25][CH2:24][CH:23](O)[CH2:22][CH2:21]3)=[O:19])=[CH:13][CH:12]=2)[C:4](=[O:27])[CH2:3]1.[SH:29][C:30]1[NH:31][CH:32]=[CH:33][N:34]=1. (6) The reactants are: [C:1]([O:5][C:6]([N:8]1[CH2:13][CH2:12][CH2:11][CH:10]([O:14][C:15]2[CH:20]=[CH:19][C:18]([NH2:21])=[CH:17][C:16]=2[C:22]2[N:23]([CH3:28])[N:24]=[CH:25][C:26]=2[Br:27])[CH2:9]1)=[O:7])([CH3:4])([CH3:3])[CH3:2].[F:29][C:30]1[CH:38]=[CH:37][C:33]([C:34](O)=[O:35])=[CH:32][CH:31]=1.CN(C(ON1N=NC2C=CC=NC1=2)=[N+](C)C)C.F[P-](F)(F)(F)(F)F.C(N(CC)CC)C. Given the product [C:1]([O:5][C:6]([N:8]1[CH2:13][CH2:12][CH2:11][CH:10]([O:14][C:15]2[CH:20]=[CH:19][C:18]([NH:21][C:34](=[O:35])[C:33]3[CH:37]=[CH:38][C:30]([F:29])=[CH:31][CH:32]=3)=[CH:17][C:16]=2[C:22]2[N:23]([CH3:28])[N:24]=[CH:25][C:26]=2[Br:27])[CH2:9]1)=[O:7])([CH3:4])([CH3:3])[CH3:2], predict the reactants needed to synthesize it.